This data is from Catalyst prediction with 721,799 reactions and 888 catalyst types from USPTO. The task is: Predict which catalyst facilitates the given reaction. Reactant: N12CCCN=C1CCCCC2.CS(O[CH:17]1[CH2:23][CH:22]2[N:24]([C:25]([O:27][C:28]([CH3:31])([CH3:30])[CH3:29])=[O:26])[CH:19]([CH2:20][CH2:21]2)[CH:18]1[C:32]([O:34][CH3:35])=[O:33])(=O)=O. Product: [CH:19]12[N:24]([C:25]([O:27][C:28]([CH3:29])([CH3:30])[CH3:31])=[O:26])[CH:22]([CH2:21][CH2:20]1)[CH2:23][CH:17]=[C:18]2[C:32]([O:34][CH3:35])=[O:33]. The catalyst class is: 3.